From a dataset of Forward reaction prediction with 1.9M reactions from USPTO patents (1976-2016). Predict the product of the given reaction. (1) Given the reactants [CH:1]([O:4][C:5]([N:7]1[CH2:12][CH2:11][CH:10]([O:13][N:14]=[C:15]2[CH2:20][CH2:19][N:18]([C:21]3[C:26]([F:27])=[CH:25][C:24]([CH:28]=[O:29])=[CH:23][N:22]=3)[CH2:17][CH2:16]2)[CH2:9][CH2:8]1)=[O:6])([CH3:3])[CH3:2].[BH4-].[Na+].C([O-])(O)=O.[Na+], predict the reaction product. The product is: [CH:1]([O:4][C:5]([N:7]1[CH2:12][CH2:11][CH:10]([O:13][N:14]=[C:15]2[CH2:16][CH2:17][N:18]([C:21]3[C:26]([F:27])=[CH:25][C:24]([CH2:28][OH:29])=[CH:23][N:22]=3)[CH2:19][CH2:20]2)[CH2:9][CH2:8]1)=[O:6])([CH3:3])[CH3:2]. (2) Given the reactants [C:1]([O:5][C:6]([N:8]1[C:16]2[C:11](=[CH:12][CH:13]=[CH:14][CH:15]=2)[C:10]([C:17]([C:20]#[N:21])([CH3:19])[CH3:18])=[CH:9]1)=[O:7])([CH3:4])([CH3:3])[CH3:2].[OH-].[NH4+], predict the reaction product. The product is: [C:1]([O:5][C:6]([N:8]1[C:16]2[C:11](=[CH:12][CH:13]=[CH:14][CH:15]=2)[C:10]([C:17]([CH3:19])([CH3:18])[CH2:20][NH2:21])=[CH:9]1)=[O:7])([CH3:4])([CH3:3])[CH3:2]. (3) Given the reactants CO[CH2:3][CH:4]1[CH2:9][CH2:8][CH2:7][CH2:6][N:5]1[C:10]1[N:15]=[CH:14][N:13]=[C:12]([NH:16][C:17]2[CH:18]=[C:19]([CH2:23][S:24]([NH2:27])(=[O:26])=[O:25])[CH:20]=[CH:21][CH:22]=2)[N:11]=1.ClC1N=CN=C(NC2C=C(CS(N)(=O)=O)C=CC=2)N=1.[CH3:47][N:48]([CH3:57])[CH2:49]CC1CCCCN1, predict the reaction product. The product is: [CH3:47][N:48]([CH3:57])[CH2:49][CH2:3][CH:4]1[CH2:9][CH2:8][CH2:7][CH2:6][N:5]1[C:10]1[N:15]=[CH:14][N:13]=[C:12]([NH:16][C:17]2[CH:18]=[C:19]([CH2:23][S:24]([NH2:27])(=[O:26])=[O:25])[CH:20]=[CH:21][CH:22]=2)[N:11]=1. (4) Given the reactants [N:1]1[CH:6]=[CH:5][C:4]([C:7]2[S:11][C:10]([C:12]([OH:14])=O)=[CH:9][CH:8]=2)=[CH:3][CH:2]=1.[CH3:15][C:16]1[CH:21]=[CH:20][CH:19]=[CH:18][C:17]=1[CH2:22][CH2:23][NH2:24], predict the reaction product. The product is: [CH3:15][C:16]1[CH:21]=[CH:20][CH:19]=[CH:18][C:17]=1[CH2:22][CH2:23][NH:24][C:12]([C:10]1[S:11][C:7]([C:4]2[CH:3]=[CH:2][N:1]=[CH:6][CH:5]=2)=[CH:8][CH:9]=1)=[O:14]. (5) Given the reactants [CH2:1]([C:3]1[C:12]2[O:11][CH:10]([CH:13]([CH3:15])[CH3:14])[CH2:9][NH:8][C:7]=2[CH:6]=[CH:5][CH:4]=1)[CH3:2].N1C=CC=CC=1.[CH2:22]([O:24][C:25](=[O:31])/[CH:26]=[CH:27]/[C:28](Cl)=[O:29])[CH3:23].O, predict the reaction product. The product is: [CH2:22]([O:24][C:25](=[O:31])/[CH:26]=[CH:27]/[C:28]([N:8]1[C:7]2[CH:6]=[CH:5][CH:4]=[C:3]([CH2:1][CH3:2])[C:12]=2[O:11][CH:10]([CH:13]([CH3:14])[CH3:15])[CH2:9]1)=[O:29])[CH3:23].